Predict the product of the given reaction. From a dataset of Forward reaction prediction with 1.9M reactions from USPTO patents (1976-2016). (1) Given the reactants [CH2:1]=[C:2]([C:4]1[CH:9]=[CH:8][CH:7]=[C:6]([C:10]([CH3:12])=[CH2:11])[C:5]=1[C:13]1[N:17]2[C:18]3[CH:19]=[CH:20][CH:21]=[CH:22][C:23]=3[C:24]3[CH:25]=[CH:26][C:27]([O:30][CH3:31])=[CH:28][C:29]=3[C:16]2=[N:15][CH:14]=1)[CH3:3], predict the reaction product. The product is: [CH:10]([C:6]1[CH:7]=[CH:8][CH:9]=[C:4]([CH:2]([CH3:3])[CH3:1])[C:5]=1[C:13]1[N:17]2[C:18]3[CH:19]=[CH:20][CH:21]=[CH:22][C:23]=3[C:24]3[CH:25]=[CH:26][C:27]([O:30][CH3:31])=[CH:28][C:29]=3[C:16]2=[N:15][CH:14]=1)([CH3:11])[CH3:12]. (2) The product is: [OH:8][C:4]1[CH:3]=[C:2]([NH:1][C:9](=[O:10])[O:11][C:12]([CH3:15])([CH3:14])[CH3:13])[CH:7]=[CH:6][CH:5]=1. Given the reactants [NH2:1][C:2]1[CH:3]=[C:4]([OH:8])[CH:5]=[CH:6][CH:7]=1.[C:9](O[C:9]([O:11][C:12]([CH3:15])([CH3:14])[CH3:13])=[O:10])([O:11][C:12]([CH3:15])([CH3:14])[CH3:13])=[O:10], predict the reaction product. (3) Given the reactants [CH2:1]([O:3][C:4]([C:6]1[CH:14]=[C:13]2[C:9]([CH:10]=[CH:11][N:12]2[C:15]([O:17][C:18]([CH3:21])([CH3:20])[CH3:19])=[O:16])=[C:8]([CH3:22])[CH:7]=1)=[O:5])[CH3:2].[Mn]([O-])(=O)(=O)=[O:24].[K+], predict the reaction product. The product is: [CH2:1]([O:3][C:4]([C:6]1[CH:14]=[C:13]2[C:9]([CH:10]=[CH:11][N:12]2[C:15]([O:17][C:18]([CH3:21])([CH3:20])[CH3:19])=[O:16])=[C:8]([CH:22]=[O:24])[CH:7]=1)=[O:5])[CH3:2]. (4) Given the reactants [NH2:1][C:2]1[CH:3]=[C:4]([CH:16]=[CH:17][C:18]=1[NH2:19])[C:5]([NH:7][C:8]1[CH:13]=[CH:12][C:11]([CH3:14])=[C:10]([CH3:15])[N:9]=1)=[O:6].C[O:21][C:22](=[O:35])[CH2:23][CH2:24][C:25]1[CH:30]=[C:29]([CH3:31])[C:28]([CH:32]=O)=[C:27]([CH3:34])[CH:26]=1, predict the reaction product. The product is: [CH3:14][C:11]1[CH:12]=[CH:13][C:8]([NH:7][C:5]([C:4]2[CH:16]=[CH:17][C:18]3[N:19]=[C:32]([C:28]4[C:27]([CH3:34])=[CH:26][C:25]([CH2:24][CH2:23][C:22]([OH:35])=[O:21])=[CH:30][C:29]=4[CH3:31])[NH:1][C:2]=3[CH:3]=2)=[O:6])=[N:9][C:10]=1[CH3:15]. (5) The product is: [F:1][C:2]1[CH:25]=[C:24]([F:26])[CH:23]=[CH:22][C:3]=1[O:4][C:5]1[CH:6]=[C:7]2[NH:40][N:39]=[C:11]([C:13]3[CH:18]=[CH:17][CH:16]=[CH:15][C:14]=3[O:19][CH3:20])[C:8]2=[N:9][CH:10]=1. Given the reactants [F:1][C:2]1[CH:25]=[C:24]([F:26])[CH:23]=[CH:22][C:3]=1[O:4][C:5]1[CH:6]=[C:7](F)[C:8]([C:11]([C:13]2[CH:18]=[CH:17][CH:16]=[CH:15][C:14]=2[O:19][CH3:20])=O)=[N:9][CH:10]=1.CCO.C(N(CC)C(C)C)(C)C.[NH2:39][NH2:40], predict the reaction product.